From a dataset of Reaction yield outcomes from USPTO patents with 853,638 reactions. Predict the reaction yield, written as a fraction of the theoretical maximum amount of product (1.0 means a 100% yield; for example, 0.34 means a 34% yield). The reactants are [C:1]([C:3]1[NH:7][CH:6]=[C:5]([C:8]([O:10][CH2:11][CH3:12])=[O:9])[C:4]=1[C:13]1[CH:18]=[CH:17][C:16]([N+:19]([O-:21])=[O:20])=[C:15]([F:22])[CH:14]=1)#[N:2].[H-].[Na+].[NH2:25]OP(=O)(C1C=CC=CC=1)C1C=CC=CC=1. The catalyst is CN(C=O)C. The product is [NH2:25][N:7]1[C:3]([C:1]#[N:2])=[C:4]([C:13]2[CH:18]=[CH:17][C:16]([N+:19]([O-:21])=[O:20])=[C:15]([F:22])[CH:14]=2)[C:5]([C:8]([O:10][CH2:11][CH3:12])=[O:9])=[CH:6]1. The yield is 0.710.